The task is: Regression/Classification. Given a drug SMILES string, predict its absorption, distribution, metabolism, or excretion properties. Task type varies by dataset: regression for continuous measurements (e.g., permeability, clearance, half-life) or binary classification for categorical outcomes (e.g., BBB penetration, CYP inhibition). Dataset: pgp_broccatelli.. This data is from P-glycoprotein inhibition data for predicting drug efflux from Broccatelli et al.. (1) The compound is CN(C)c1ccc(-c2nc(-c3ccc(/C=C/COCc4ccccc4)cc3)[nH]c2-c2ccc(N(C)C)cc2)cc1. The result is 1 (inhibitor). (2) The drug is CNC(=O)Oc1ccc2c(c1)[C@]1(C)CCN(C)[C@@H]1N2C. The result is 0 (non-inhibitor). (3) The compound is NC(=O)CCN1C(=O)NC(c2ccccc2)(c2ccccc2)C1=O. The result is 0 (non-inhibitor). (4) The compound is CC(=O)Oc1cc2oc(-c3ccccc3)cc(=O)c2c(OC(C)=O)c1OC(C)=O. The result is 1 (inhibitor). (5) The compound is CCN(CCCCOC(=O)c1ccc(OC)c(OC)c1)[C@@H](C)Cc1ccc(OC)cc1. The result is 0 (non-inhibitor). (6) The molecule is O=C(N/N=C/c1ccc([N+](=O)[O-])o1)c1ccc(O)cc1. The result is 0 (non-inhibitor).